From a dataset of Clinical trial toxicity outcomes and FDA approval status for drugs. Regression/Classification. Given a drug SMILES string, predict its toxicity properties. Task type varies by dataset: regression for continuous values (e.g., LD50, hERG inhibition percentage) or binary classification for toxic/non-toxic outcomes (e.g., AMES mutagenicity, cardiotoxicity, hepatotoxicity). Dataset: clintox. (1) The result is 0 (passed clinical trial). The molecule is [NH3+][C@@H](Cc1ccc(N(CCCl)CCCl)cc1)C(=O)[O-]. (2) The drug is C=CC([NH3+])CCC(=O)[O-]. The result is 0 (passed clinical trial). (3) The result is 0 (passed clinical trial). The compound is COc1cc(C(=O)[N-]S(=O)(=O)c2ccccc2C)ccc1Cc1cn(C)c2ccc(NC(=O)OC3CCCC3)cc12. (4) The drug is CC(=O)OCC1=C(C(=O)[O-])N2C(=O)[C@@H](NC(=O)[C@H]([NH3+])c3ccccc3)[C@H]2SC1. The result is 0 (passed clinical trial). (5) The drug is CC[NH+](CC)CCNC(=O)c1c(C)[nH]c(/C=C2\C(=O)Nc3ccc(F)cc32)c1C. The result is 0 (passed clinical trial). (6) The drug is COc1ccc(OC)c(C(O)C(C)[NH3+])c1. The result is 0 (passed clinical trial). (7) The result is 0 (passed clinical trial). The drug is CC(/N=C(\NC#N)Nc1cc[nH+]cc1)C(C)(C)C. (8) The molecule is CN1C(=O)CN=C(c2ccccc2)c2cc(Cl)ccc21. The result is 0 (passed clinical trial). (9) The drug is C[C@H]([NH3+])[C@H](O)c1ccc(O)c(O)c1. The result is 0 (passed clinical trial).